This data is from Reaction yield outcomes from USPTO patents with 853,638 reactions. The task is: Predict the reaction yield, written as a fraction of the theoretical maximum amount of product (1.0 means a 100% yield; for example, 0.34 means a 34% yield). The product is [Cl:1][C:2]1[C:7]([C:8]([F:10])([F:9])[F:11])=[CH:6][C:5]([C:12]2[N:16]=[CH:15][N:14](/[CH:36]=[CH:35]\[C:34]([N:32]3[CH2:33][C:30]([F:39])([F:29])[CH2:31]3)=[O:38])[N:13]=2)=[CH:4][C:3]=1[C:17]([F:18])([F:19])[F:20]. The yield is 0.0300. The reactants are [Cl:1][C:2]1[C:7]([C:8]([F:11])([F:10])[F:9])=[CH:6][C:5]([C:12]2[N:16]=[CH:15][NH:14][N:13]=2)=[CH:4][C:3]=1[C:17]([F:20])([F:19])[F:18].C1N2CCN(CC2)C1.[F:29][C:30]1([F:39])[CH2:33][N:32]([C:34](=[O:38])/[CH:35]=[CH:36]\I)[CH2:31]1.O. The catalyst is CN(C=O)C.